Dataset: Reaction yield outcomes from USPTO patents with 853,638 reactions. Task: Predict the reaction yield, written as a fraction of the theoretical maximum amount of product (1.0 means a 100% yield; for example, 0.34 means a 34% yield). (1) The reactants are Br[C:2]1[CH:3]=[C:4]2[C:9](=[CH:10][CH:11]=1)[N:8]=[CH:7][C:6]([C:12]([CH:14]1[CH2:16][CH2:15]1)=[O:13])=[C:5]2[NH:17][C:18]1[CH:19]=[N:20][N:21]([CH:23]2[CH2:28][CH2:27][N:26]([CH3:29])[CH2:25][CH2:24]2)[CH:22]=1.[Cl:30][C:31]1[CH:36]=[C:35](B2OC(C)(C)C(C)(C)O2)[CH:34]=[C:33]([Cl:46])[C:32]=1[OH:47]. No catalyst specified. The product is [CH:14]1([C:12]([C:6]2[CH:7]=[N:8][C:9]3[C:4]([C:5]=2[NH:17][C:18]2[CH:19]=[N:20][N:21]([CH:23]4[CH2:24][CH2:25][N:26]([CH3:29])[CH2:27][CH2:28]4)[CH:22]=2)=[CH:3][C:2]([C:35]2[CH:36]=[C:31]([Cl:30])[C:32]([OH:47])=[C:33]([Cl:46])[CH:34]=2)=[CH:11][CH:10]=3)=[O:13])[CH2:15][CH2:16]1. The yield is 0.630. (2) The reactants are [CH3:1][O:2][C:3](=[O:40])[C:4]1[CH:9]=[CH:8][C:7]([O:10][CH2:11][CH2:12][C:13]2[C:21]3[C:16](=[CH:17][CH:18]=[C:19]([Cl:22])[CH:20]=3)[N:15]([CH:23]([C:30]3[CH:35]=[CH:34][CH:33]=[CH:32][CH:31]=3)[C:24]3[CH:29]=[CH:28][CH:27]=[CH:26][CH:25]=3)[C:14]=2[CH2:36][CH2:37][CH2:38]O)=[CH:6][CH:5]=1.C1(P(C2C=CC=CC=2)C2C=CC=CC=2)C=CC=CC=1.C(Br)(Br)(Br)[Br:61]. The catalyst is C(Cl)Cl. The product is [CH3:1][O:2][C:3](=[O:40])[C:4]1[CH:9]=[CH:8][C:7]([O:10][CH2:11][CH2:12][C:13]2[C:21]3[C:16](=[CH:17][CH:18]=[C:19]([Cl:22])[CH:20]=3)[N:15]([CH:23]([C:30]3[CH:35]=[CH:34][CH:33]=[CH:32][CH:31]=3)[C:24]3[CH:29]=[CH:28][CH:27]=[CH:26][CH:25]=3)[C:14]=2[CH2:36][CH2:37][CH2:38][Br:61])=[CH:6][CH:5]=1. The yield is 0.860. (3) The reactants are C(P(CC(C)C)C1C(C)=C(C)C(C)=C(C)C=1C1C(C(C)C)=CC(C(C)C)=CC=1C(C)C)C(C)C.[CH2:35]([S:42][C:43]1[CH:44]=[C:45]2[C:50](=[CH:51][CH:52]=1)[C:49]([C:53]1[C:58]([O:59][CH3:60])=[CH:57][N:56]=[C:55](Cl)[CH:54]=1)=[N:48][CH:47]=[CH:46]2)[C:36]1[CH:41]=[CH:40][CH:39]=[CH:38][CH:37]=1.C[OH:63]. The catalyst is O1CCOCC1.O.C1C=CC(/C=C/C(/C=C/C2C=CC=CC=2)=O)=CC=1.C1C=CC(/C=C/C(/C=C/C2C=CC=CC=2)=O)=CC=1.C1C=CC(/C=C/C(/C=C/C2C=CC=CC=2)=O)=CC=1.[Pd].[Pd]. The product is [CH2:35]([S:42][C:43]1[CH:44]=[C:45]2[C:50](=[CH:51][CH:52]=1)[C:49]([C:53]1[C:58]([O:59][CH3:60])=[CH:57][NH:56][C:55](=[O:63])[CH:54]=1)=[N:48][CH:47]=[CH:46]2)[C:36]1[CH:41]=[CH:40][CH:39]=[CH:38][CH:37]=1. The yield is 0.780. (4) The reactants are [CH2:1]([O:8][C:9]([N:11]1[CH2:15][C@@H:14]([O:16][CH3:17])[CH2:13][C@H:12]1[C:18]([OH:20])=[O:19])=[O:10])[C:2]1[CH:7]=[CH:6][CH:5]=[CH:4][CH:3]=1.[CH2:21](OCC)C.C[Si](C=[N+]=[N-])(C)C. The catalyst is CO. The product is [CH3:17][O:16][C@@H:14]1[CH2:15][N:11]([C:9]([O:8][CH2:1][C:2]2[CH:7]=[CH:6][CH:5]=[CH:4][CH:3]=2)=[O:10])[C@H:12]([C:18]([O:20][CH3:21])=[O:19])[CH2:13]1. The yield is 1.00. (5) The reactants are C(C1C=CC=CC=1N(CC)CC)C.[CH3:14][S:15](Cl)(=[O:17])=[O:16].Cl.[NH2:20][C:21]1[CH:26]=[CH:25][C:24]([NH:27][C:28]([C:30]2[CH:35]=[C:34]([N+:36]([O-:38])=[O:37])[CH:33]=[CH:32][C:31]=2[Cl:39])=[O:29])=[CH:23][CH:22]=1.C(=O)(O)[O-].[Na+]. The catalyst is CC(N(C)C)=O.O. The product is [CH3:14][S:15]([NH:20][C:21]1[CH:22]=[CH:23][C:24]([NH:27][C:28]([C:30]2[CH:35]=[C:34]([N+:36]([O-:38])=[O:37])[CH:33]=[CH:32][C:31]=2[Cl:39])=[O:29])=[CH:25][CH:26]=1)(=[O:17])=[O:16]. The yield is 0.570. (6) The yield is 0.880. The reactants are [CH2:1]([OH:8])[CH2:2][CH2:3][CH2:4][CH2:5][CH2:6][OH:7].[N+:9]([C:12]1[CH:19]=[CH:18][CH:17]=[C:16]([N+]([O-])=O)[C:13]=1[C:14]#[N:15])([O-:11])=[O:10]. No catalyst specified. The product is [OH:7][CH2:6][CH2:5][CH2:4][CH2:3][CH2:2][CH2:1][O:8][C:16]1[CH:17]=[CH:18][CH:19]=[C:12]([N+:9]([O-:11])=[O:10])[C:13]=1[C:14]#[N:15].